This data is from Reaction yield outcomes from USPTO patents with 853,638 reactions. The task is: Predict the reaction yield, written as a fraction of the theoretical maximum amount of product (1.0 means a 100% yield; for example, 0.34 means a 34% yield). (1) The reactants are [O:1]1[C:5]2[CH:6]=[CH:7][C:8]([C:10]3[CH:11]=[N:12][C:13]4[C:18]([C:19]=3Cl)=[CH:17][C:16]([S:21][C:22]3[N:26]5[CH:27]=[C:28]([C:31]6[CH:32]=[N:33][N:34]([CH3:36])[CH:35]=6)[CH:29]=[CH:30][C:25]5=[N:24][N:23]=3)=[CH:15][CH:14]=4)=[CH:9][C:4]=2[O:3][CH2:2]1.[CH3:37][O-:38].[Na+]. The catalyst is CO. The product is [O:1]1[C:5]2[CH:6]=[CH:7][C:8]([C:10]3[CH:11]=[N:12][C:13]4[C:18]([C:19]=3[O:38][CH3:37])=[CH:17][C:16]([S:21][C:22]3[N:26]5[CH:27]=[C:28]([C:31]6[CH:32]=[N:33][N:34]([CH3:36])[CH:35]=6)[CH:29]=[CH:30][C:25]5=[N:24][N:23]=3)=[CH:15][CH:14]=4)=[CH:9][C:4]=2[O:3][CH2:2]1. The yield is 0.580. (2) The reactants are [C:1]1([CH3:17])[CH:6]=[CH:5][CH:4]=[C:3]([C:7]2[N:12]=[CH:11][C:10]([NH:13]C(=O)C)=[CH:9][CH:8]=2)[CH:2]=1.F[B-](F)(F)F.[Cl:23][C:24]1[CH:29]=[CH:28][C:27]([I+]C2C(C)=CC(C)=CC=2C)=[CH:26][CH:25]=1. The catalyst is C([O-])(=O)C.[Pd+2].C([O-])(=O)C.C(O)(=O)C. The product is [Cl:23][C:24]1[CH:29]=[CH:28][C:27]([C:4]2[CH:5]=[CH:6][C:1]([CH3:17])=[CH:2][C:3]=2[C:7]2[N:12]=[CH:11][C:10]([NH2:13])=[CH:9][CH:8]=2)=[CH:26][CH:25]=1. The yield is 0.725. (3) The reactants are [F:1][C:2]1[CH:7]=[CH:6][C:5]([CH2:8][C:9]2[CH:18]=[C:17]3[C:12]([C:13]([OH:29])=[C:14]([C:24](OCC)=[O:25])[C:15](=[O:23])[N:16]3[CH2:19][CH2:20][CH2:21][OH:22])=[N:11][CH:10]=2)=[CH:4][CH:3]=1.[NH2:30][CH2:31][CH2:32][NH:33][C:34](=[O:36])[CH3:35]. No catalyst specified. The product is [C:34]([NH:33][CH2:32][CH2:31][NH:30][C:24]([C:14]1[C:15](=[O:23])[N:16]([CH2:19][CH2:20][CH2:21][OH:22])[C:17]2[C:12]([C:13]=1[OH:29])=[N:11][CH:10]=[C:9]([CH2:8][C:5]1[CH:4]=[CH:3][C:2]([F:1])=[CH:7][CH:6]=1)[CH:18]=2)=[O:25])(=[O:36])[CH3:35]. The yield is 0.310.